This data is from Full USPTO retrosynthesis dataset with 1.9M reactions from patents (1976-2016). The task is: Predict the reactants needed to synthesize the given product. (1) Given the product [CH3:16][N:17]([CH3:19])[CH:18]=[C:8]([C:5]1[CH:4]=[CH:3][C:2]([F:1])=[CH:7][CH:6]=1)[C:9]([O:11][CH2:12][CH3:13])=[O:10], predict the reactants needed to synthesize it. The reactants are: [F:1][C:2]1[CH:7]=[CH:6][C:5]([CH2:8][C:9]([O:11][CH2:12][CH3:13])=[O:10])=[CH:4][CH:3]=1.CO[CH:16](OC)[N:17]([CH3:19])[CH3:18]. (2) Given the product [CH3:23][C:24]1[C:33]([CH3:34])=[N:32][C:31]2[C:26](=[CH:27][CH:28]=[C:29]([C:35]([NH:2][C:3]3[CH:4]=[C:5]([NH:10][C:11](=[O:22])[C:12]4[CH:17]=[CH:16][CH:15]=[C:14]([C:18]([F:19])([F:20])[F:21])[CH:13]=4)[CH:6]=[CH:7][C:8]=3[CH3:9])=[O:36])[CH:30]=2)[N:25]=1, predict the reactants needed to synthesize it. The reactants are: Cl.[NH2:2][C:3]1[CH:4]=[C:5]([NH:10][C:11](=[O:22])[C:12]2[CH:17]=[CH:16][CH:15]=[C:14]([C:18]([F:21])([F:20])[F:19])[CH:13]=2)[CH:6]=[CH:7][C:8]=1[CH3:9].[CH3:23][C:24]1[C:33]([CH3:34])=[N:32][C:31]2[C:26](=[CH:27][CH:28]=[C:29]([C:35](O)=[O:36])[CH:30]=2)[N:25]=1.C(N(C(C)C)CC)(C)C.CN(C(ON1N=NC2C=CC=NC1=2)=[N+](C)C)C.F[P-](F)(F)(F)(F)F. (3) Given the product [Br:1][C:2]1[CH:3]=[CH:4][C:5]([O:10][CH2:11][CH2:12][CH2:13][CH2:14][CH2:15][CH2:16][CH3:17])=[C:6]([CH:9]=1)[CH2:7][O:8][Si:27]([C:23]([CH3:26])([CH3:25])[CH3:24])([CH3:30])[CH3:29], predict the reactants needed to synthesize it. The reactants are: [Br:1][C:2]1[CH:3]=[CH:4][C:5]([O:10][CH2:11][CH2:12][CH2:13][CH2:14][CH2:15][CH2:16][CH3:17])=[C:6]([CH:9]=1)[CH2:7][OH:8].N1C=CN=C1.[C:23]([Si:27]([CH3:30])([CH3:29])Cl)([CH3:26])([CH3:25])[CH3:24].C(=O)([O-])O.[Na+].